Dataset: Full USPTO retrosynthesis dataset with 1.9M reactions from patents (1976-2016). Task: Predict the reactants needed to synthesize the given product. (1) Given the product [NH2:17][C:14]1[CH:13]=[CH:12][C:11]([N:8]2[CH2:9][CH2:10][CH:5]([C:3]([N:2]([CH3:20])[CH3:1])=[O:4])[CH2:6][CH2:7]2)=[CH:16][CH:15]=1, predict the reactants needed to synthesize it. The reactants are: [CH3:1][N:2]([CH3:20])[C:3]([CH:5]1[CH2:10][CH2:9][N:8]([C:11]2[CH:16]=[CH:15][C:14]([N+:17]([O-])=O)=[CH:13][CH:12]=2)[CH2:7][CH2:6]1)=[O:4]. (2) Given the product [NH3:10].[NH:24]1[CH2:25][CH2:26][CH:21]([CH2:20][O:19][C:17](=[O:18])[NH:16][C:12]2[CH:13]=[C:14]([CH3:15])[N:10]([CH2:9][C:7]3[CH:8]=[C:3]([Cl:2])[CH:4]=[CH:5][C:6]=3[O:34][CH2:35][C:36]3[CH:41]=[CH:40][C:39]([F:42])=[CH:38][C:37]=3[F:43])[N:11]=2)[CH2:22][CH2:23]1, predict the reactants needed to synthesize it. The reactants are: Cl.[Cl:2][C:3]1[CH:4]=[CH:5][C:6]([O:34][CH2:35][C:36]2[CH:41]=[CH:40][C:39]([F:42])=[CH:38][C:37]=2[F:43])=[C:7]([CH2:9][N:10]2[C:14]([CH3:15])=[CH:13][C:12]([NH:16][C:17]([O:19][CH2:20][CH:21]3[CH2:26][CH2:25][N:24](C(OC(C)(C)C)=O)[CH2:23][CH2:22]3)=[O:18])=[N:11]2)[CH:8]=1. (3) Given the product [CH3:25][C:22]1[S:21][C:20]([C:2]2[C:3]([N+:9]([O-:11])=[O:10])=[C:4]([CH:6]=[CH:7][CH:8]=2)[NH2:5])=[CH:24][CH:23]=1, predict the reactants needed to synthesize it. The reactants are: Br[C:2]1[C:3]([N+:9]([O-:11])=[O:10])=[C:4]([CH:6]=[CH:7][CH:8]=1)[NH2:5].CC1(C)C(C)(C)OB([C:20]2[S:21][C:22]([CH3:25])=[CH:23][CH:24]=2)O1.C([O-])([O-])=O.[Na+].[Na+].CCOC(C)=O. (4) Given the product [CH2:19]([C@@H:26]1[C@@H:34]([O:35][CH2:36][CH2:37][C:38]([CH3:1])=[CH2:39])[C@H:33]([CH3:41])[O:32][C:31](=[O:42])[C@@H:30]([NH:43][C:44](=[O:50])[O:45][C:46]([CH3:47])([CH3:49])[CH3:48])[CH2:29][O:28][CH2:27]1)[C:20]1[CH:21]=[CH:22][CH:23]=[CH:24][CH:25]=1, predict the reactants needed to synthesize it. The reactants are: [C:1](=O)=O.CC(C)=O.C([Li])CCC.CCCCCC.[CH2:19]([C@@H:26]1[C@@H:34]([O:35][CH2:36][CH2:37][C:38](=O)[CH3:39])[C@H:33]([CH3:41])[O:32][C:31](=[O:42])[C@@H:30]([NH:43][C:44](=[O:50])[O:45][C:46]([CH3:49])([CH3:48])[CH3:47])[CH2:29][O:28][CH2:27]1)[C:20]1[CH:25]=[CH:24][CH:23]=[CH:22][CH:21]=1. (5) Given the product [CH2:1]([O:8][C:9]1[CH:17]=[CH:16][C:12]([C:13]([NH:20][C:19]([N:43]2[CH2:44][CH2:45][CH:40]([CH2:33][C:34]3[CH:39]=[CH:38][CH:37]=[CH:36][CH:35]=3)[CH2:41][CH2:42]2)=[O:18])=[O:14])=[CH:11][CH:10]=1)[C:2]1[CH:7]=[CH:6][CH:5]=[CH:4][CH:3]=1, predict the reactants needed to synthesize it. The reactants are: [CH2:1]([O:8][C:9]1[CH:17]=[CH:16][C:12]([C:13](Cl)=[O:14])=[CH:11][CH:10]=1)[C:2]1[CH:7]=[CH:6][CH:5]=[CH:4][CH:3]=1.[O-:18][C:19]#[N:20].[Na+].C1C=CC=CC=1.[Sn](Cl)(Cl)(Cl)Cl.[CH2:33]([CH:40]1[CH2:45][CH2:44][NH:43][CH2:42][CH2:41]1)[C:34]1[CH:39]=[CH:38][CH:37]=[CH:36][CH:35]=1. (6) Given the product [CH2:28]([N:35]1[CH2:22][CH2:21][C:8]2([CH2:13][CH2:12][N:11]([C:14]([O:16][C:17]([CH3:20])([CH3:19])[CH3:18])=[O:15])[CH2:10][CH2:9]2)[CH2:7][CH2:6]1)[C:29]1[CH:34]=[CH:33][CH:32]=[CH:31][CH:30]=1, predict the reactants needed to synthesize it. The reactants are: CS(O[CH2:6][CH2:7][C:8]1([CH2:21][CH2:22]OS(C)(=O)=O)[CH2:13][CH2:12][N:11]([C:14]([O:16][C:17]([CH3:20])([CH3:19])[CH3:18])=[O:15])[CH2:10][CH2:9]1)(=O)=O.[CH2:28]([NH2:35])[C:29]1[CH:34]=[CH:33][CH:32]=[CH:31][CH:30]=1. (7) Given the product [CH3:31][N:10]([CH3:9])[C:11](=[O:30])[CH2:12][C:13]1[CH:18]=[C:17]([C:1](=[O:3])[CH3:2])[CH:16]=[CH:15][C:14]=1[NH:19][C:20]1[C:21]([F:29])=[C:22]([F:28])[CH:23]=[C:24]([F:27])[C:25]=1[F:26], predict the reactants needed to synthesize it. The reactants are: [C:1](Cl)(=[O:3])[CH3:2].[Cl-].[Al+3].[Cl-].[Cl-].[CH3:9][N:10]([CH3:31])[C:11](=[O:30])[CH2:12][C:13]1[CH:18]=[CH:17][CH:16]=[CH:15][C:14]=1[NH:19][C:20]1[C:25]([F:26])=[C:24]([F:27])[CH:23]=[C:22]([F:28])[C:21]=1[F:29]. (8) Given the product [C:17]([C:16](=[CH:15][CH:14]([CH3:13])[CH3:20])[CH2:10][C:9]([O:12][CH2:2][CH3:3])=[O:11])#[N:18], predict the reactants needed to synthesize it. The reactants are: N12CCN(CC1)[CH2:3][CH2:2]2.[C:9]([O-:12])(=[O:11])[CH3:10].[CH3:13][CH:14]([CH3:20])[CH2:15][C:16](=C)[C:17]#[N:18]. (9) The reactants are: [CH3:1][C:2]1[O:11][C:10]2[C:9]3[CH:12]=[CH:13][CH:14]=[CH:15][C:8]=3[O:7][C:6]3[CH:16]=[CH:17][CH:18]=[CH:19][C:5]=3[C:4]=2[CH:3]=1.ClC(Cl)(Cl)Cl.C(OOC(=O)C1C=CC=CC=1)(=[O:32])C1C=CC=CC=1. Given the product [O:11]1[C:10]2[C:9]3[CH:12]=[CH:13][CH:14]=[CH:15][C:8]=3[O:7][C:6]3[CH:16]=[CH:17][CH:18]=[CH:19][C:5]=3[C:4]=2[CH:3]=[C:2]1[CH:1]=[O:32], predict the reactants needed to synthesize it.